Dataset: Forward reaction prediction with 1.9M reactions from USPTO patents (1976-2016). Task: Predict the product of the given reaction. (1) Given the reactants C(OC(=O)[NH:7][CH2:8][CH2:9][NH:10][C:11]([NH:13][C:14]1[CH:19]=[CH:18][C:17]([CH2:20][C:21]2[C:29]3[C:24](=[CH:25][CH:26]=[CH:27][CH:28]=3)[NH:23][CH:22]=2)=[C:16]([CH2:30][CH3:31])[CH:15]=1)=[O:12])(C)(C)C.FC(F)(F)C(O)=O, predict the reaction product. The product is: [NH:23]1[C:24]2[C:29](=[CH:28][CH:27]=[CH:26][CH:25]=2)[C:21]([CH2:20][C:17]2[CH:18]=[CH:19][C:14]([NH:13][C:11]([NH:10][CH2:9][CH2:8][NH2:7])=[O:12])=[CH:15][C:16]=2[CH2:30][CH3:31])=[CH:22]1. (2) Given the reactants [OH:1][C:2]1[CH:9]=[CH:8][C:5]([C:6]#[N:7])=[CH:4][CH:3]=1.[CH2:10](Br)[CH:11]=[CH2:12].C(=O)([O-])[O-].[Cs+].[Cs+].O, predict the reaction product. The product is: [CH2:12]([O:1][C:2]1[CH:9]=[CH:8][C:5]([C:6]#[N:7])=[CH:4][CH:3]=1)[CH:11]=[CH2:10]. (3) Given the reactants C([O:3][C:4]([C:6]1[N:7]([CH2:17][Si:18]([CH3:21])([CH3:20])[CH3:19])[N:8]=[N:9][C:10]=1[C:11]1[CH:16]=[CH:15][CH:14]=[CH:13][N:12]=1)=O)C.[H-].[Al+3].[Li+].[H-].[H-].[H-].O.[OH-].[Na+], predict the reaction product. The product is: [N:12]1[CH:13]=[CH:14][CH:15]=[CH:16][C:11]=1[C:10]1[N:9]=[N:8][N:7]([CH2:17][Si:18]([CH3:19])([CH3:20])[CH3:21])[C:6]=1[CH2:4][OH:3]. (4) Given the reactants [CH3:1][N:2]1[CH:6]=[C:5]([C:7]2[CH:12]=[CH:11][CH:10]=[CH:9][CH:8]=2)[N:4]=[C:3]1[CH:13]1[CH2:15][CH:14]1[C:16](O)=O.CC1C=C(C)C=C(C)C=1S([O-])(=O)=O.[NH2:32][N:33]1[C:38]([CH3:39])=[CH:37][N:36]=[C:35]([CH3:40])[C:34]1=[NH2+:41].F[B-](F)(F)F.N1(OC(N(C)C)=[N+](C)C)C2C=CC=CC=2N=N1.C(N(CC)CC)C, predict the reaction product. The product is: [CH3:39][C:38]1[N:33]2[N:32]=[C:16]([CH:14]3[CH2:15][CH:13]3[C:3]3[N:2]([CH3:1])[CH:6]=[C:5]([C:7]4[CH:12]=[CH:11][CH:10]=[CH:9][CH:8]=4)[N:4]=3)[N:41]=[C:34]2[C:35]([CH3:40])=[N:36][CH:37]=1.